The task is: Predict which catalyst facilitates the given reaction.. This data is from Catalyst prediction with 721,799 reactions and 888 catalyst types from USPTO. (1) The catalyst class is: 25. Reactant: [C:1]([C:3]1[CH:4]=[C:5]([CH:38]=[CH:39][CH:40]=1)[CH2:6][N:7]1[CH2:12][CH2:11][N:10]([C:13]2[CH:18]=[CH:17][C:16]([NH:19][C:20]([C:22]3[C:23]([C:28]4[CH:33]=[CH:32][C:31]([C:34]([F:37])([F:36])[F:35])=[CH:30][CH:29]=4)=[CH:24][CH:25]=[CH:26][CH:27]=3)=[O:21])=[CH:15][CH:14]=2)[CH2:9][CH2:8]1)#[N:2].[ClH:41]. Product: [ClH:41].[C:1]([C:3]1[CH:4]=[C:5]([CH:38]=[CH:39][CH:40]=1)[CH2:6][N:7]1[CH2:8][CH2:9][N:10]([C:13]2[CH:14]=[CH:15][C:16]([NH:19][C:20]([C:22]3[C:23]([C:28]4[CH:33]=[CH:32][C:31]([C:34]([F:36])([F:37])[F:35])=[CH:30][CH:29]=4)=[CH:24][CH:25]=[CH:26][CH:27]=3)=[O:21])=[CH:17][CH:18]=2)[CH2:11][CH2:12]1)#[N:2]. (2) Reactant: [NH2:1][C:2]1[CH:7]=[CH:6][C:5]([CH2:8][C:9]([O:11][CH3:12])=[O:10])=[CH:4][CH:3]=1.[CH3:13][C:14]1[N:22]=[CH:21][CH:20]=[CH:19][C:15]=1[C:16](O)=[O:17]. Product: [CH3:13][C:14]1[N:22]=[CH:21][CH:20]=[CH:19][C:15]=1[C:16]([NH:1][C:2]1[CH:3]=[CH:4][C:5]([CH2:8][C:9]([O:11][CH3:12])=[O:10])=[CH:6][CH:7]=1)=[O:17]. The catalyst class is: 254. (3) Reactant: [OH:1][C:2]1[CH:7]=[CH:6][C:5]([S:8][C:9]2[CH:16]=[CH:15][C:12]([C:13]#[N:14])=[CH:11][CH:10]=2)=[CH:4][CH:3]=1.[CH2:17]=[O:18].[Mg+2].[Cl-].[Cl-].C(N(CC)CC)C. Product: [CH:17]([C:3]1[CH:4]=[C:5]([S:8][C:9]2[CH:16]=[CH:15][C:12]([C:13]#[N:14])=[CH:11][CH:10]=2)[CH:6]=[CH:7][C:2]=1[OH:1])=[O:18]. The catalyst class is: 23. (4) Reactant: [Cl:1][C:2]1[N:7]=[C:6]([NH:8][C:9]([CH3:13])([CH3:12])[CH2:10][OH:11])[CH:5]=[C:4]([Cl:14])[N:3]=1.C(N(CC)CC)C.[CH3:22][S:23](Cl)(=[O:25])=[O:24]. Product: [CH3:22][S:23]([O:11][CH2:10][C:9]([NH:8][C:6]1[CH:5]=[C:4]([Cl:14])[N:3]=[C:2]([Cl:1])[N:7]=1)([CH3:12])[CH3:13])(=[O:25])=[O:24]. The catalyst class is: 4.